This data is from Catalyst prediction with 721,799 reactions and 888 catalyst types from USPTO. The task is: Predict which catalyst facilitates the given reaction. (1) Reactant: [C:1]([NH:5][C:6]1[C:15]2[C:10](=[C:11]([NH2:16])[CH:12]=[CH:13][CH:14]=2)[N:9]=[CH:8][N:7]=1)([CH3:4])([CH3:3])[CH3:2].[Cl:17][C:18]1[C:23]([C:24](O)=[O:25])=[C:22]([F:27])[C:21]([CH2:28][NH:29][C:30](=[O:34])[CH:31]([CH3:33])[CH3:32])=[CH:20][CH:19]=1.S(Cl)(Cl)=O.CCN(C(C)C)C(C)C. Product: [C:1]([NH:5][C:6]1[C:15]2[C:10](=[C:11]([NH:16][C:24](=[O:25])[C:23]3[C:18]([Cl:17])=[CH:19][CH:20]=[C:21]([CH2:28][NH:29][C:30](=[O:34])[CH:31]([CH3:32])[CH3:33])[C:22]=3[F:27])[CH:12]=[CH:13][CH:14]=2)[N:9]=[CH:8][N:7]=1)([CH3:4])([CH3:2])[CH3:3]. The catalyst class is: 1. (2) Reactant: [C:1]([O:5][C:6]([C@H:8]([CH2:18][CH2:19][O:20][CH3:21])[CH2:9][C:10]1([C:15]([OH:17])=O)[CH2:14][CH2:13][CH2:12][CH2:11]1)=[O:7])([CH3:4])([CH3:3])[CH3:2].Cl.CN(C)CC[CH2:27][N:28]=[C:29]=[N:30][CH2:31][CH3:32].[OH2:34].ON1[C:40]2[CH:41]=[CH:42][CH:43]=[CH:44][C:39]=2N=N1.C[N:46]1[CH2:51][CH2:50][O:49][CH2:48][CH2:47]1. Product: [C:1]([O:5][C:6](=[O:7])[C@@H:8]([CH2:9][C:10]1([C:15](=[O:17])[NH:46][C@H:51]([C:50]([O:49][CH2:48][CH3:47])=[O:34])[CH2:27][N:28]2[CH:32]=[C:31]([C:39]3[CH:44]=[CH:43][CH:42]=[CH:41][CH:40]=3)[N:30]=[CH:29]2)[CH2:11][CH2:12][CH2:13][CH2:14]1)[CH2:18][CH2:19][O:20][CH3:21])([CH3:2])([CH3:3])[CH3:4]. The catalyst class is: 46.